From a dataset of Full USPTO retrosynthesis dataset with 1.9M reactions from patents (1976-2016). Predict the reactants needed to synthesize the given product. (1) Given the product [F:11][CH:2]([F:1])[C:3]1[N:17]=[C:13]([CH2:14][CH2:15][CH3:16])[NH:18][C:5](=[O:7])[CH:4]=1, predict the reactants needed to synthesize it. The reactants are: [F:1][CH:2]([F:11])[C:3](=O)[CH2:4][C:5]([O:7]CC)=O.Cl.[C:13](=[NH:18])([NH2:17])[CH2:14][CH2:15][CH3:16].C[O-].[Na+]. (2) Given the product [Br:4][C:5]1[CH:6]=[C:7]([C:12](=[N:16][OH:17])[CH3:13])[CH:8]=[CH:9][C:10]=1[F:11], predict the reactants needed to synthesize it. The reactants are: C(O)C.[Br:4][C:5]1[CH:6]=[C:7]([C:12](=O)[CH3:13])[CH:8]=[CH:9][C:10]=1[F:11].Cl.[NH2:16][OH:17].